From a dataset of Full USPTO retrosynthesis dataset with 1.9M reactions from patents (1976-2016). Predict the reactants needed to synthesize the given product. (1) Given the product [CH3:3][CH:2]([CH2:4][C:5]([O:7][CH3:8])=[O:6])[C:1]([O:10][CH3:11])=[O:9], predict the reactants needed to synthesize it. The reactants are: [C:1]([O:10][CH3:11])(=[O:9])[C:2]([CH2:4][C:5]([O:7][CH3:8])=[O:6])=[CH2:3].N#N.[H][H]. (2) Given the product [CH3:15][N:14]1[C:8]2[C:7](=[O:16])[C:6]3[CH:5]=[CH:4][CH:3]=[C:2]([C:22]4[CH:27]=[CH:26][CH:25]=[CH:24][CH:23]=4)[C:11]=3[NH:10][C:9]=2[CH:12]=[N:13]1, predict the reactants needed to synthesize it. The reactants are: Br[C:2]1[C:11]2[NH:10][C:9]3[CH:12]=[N:13][N:14]([CH3:15])[C:8]=3[C:7](=[O:16])[C:6]=2[CH:5]=[CH:4][CH:3]=1.C([Sn](CCCC)(CCCC)[C:22]1[CH:27]=[CH:26][CH:25]=[CH:24][CH:23]=1)CCC.[Cl-].[Li+].